This data is from Reaction yield outcomes from USPTO patents with 853,638 reactions. The task is: Predict the reaction yield, written as a fraction of the theoretical maximum amount of product (1.0 means a 100% yield; for example, 0.34 means a 34% yield). (1) The reactants are [CH:1]1([CH2:4][NH2:5])[CH2:3][CH2:2]1.[CH3:6][C:7]1[CH:12]=[CH:11][C:10]([C:13]2[O:14][C:15]([CH3:18])=[N:16][N:17]=2)=[CH:9][C:8]=1[C:19]1[CH:24]=[CH:23][C:22]([C:25](Cl)=[O:26])=[CH:21][CH:20]=1. The catalyst is C(Cl)Cl. The product is [CH:1]1([CH2:4][NH:5][C:25]([C:22]2[CH:21]=[CH:20][C:19]([C:8]3[CH:9]=[C:10]([C:13]4[O:14][C:15]([CH3:18])=[N:16][N:17]=4)[CH:11]=[CH:12][C:7]=3[CH3:6])=[CH:24][CH:23]=2)=[O:26])[CH2:3][CH2:2]1. The yield is 0.590. (2) The reactants are Cl[C:2]1[C:7]([CH3:8])=[C:6]([CH3:9])[N:5]=[C:4]([NH2:10])[N:3]=1. The catalyst is N.CO.[Pd]. The product is [CH3:9][C:6]1[C:7]([CH3:8])=[CH:2][N:3]=[C:4]([NH2:10])[N:5]=1. The yield is 0.900. (3) The product is [N:10]1[CH:15]=[CH:14][CH:13]=[CH:12][C:11]=1[CH2:16][O:1][C:2]1[CH:9]=[CH:8][C:5]([CH:6]=[O:7])=[CH:4][CH:3]=1. The yield is 0.830. The reactants are [OH:1][C:2]1[CH:9]=[CH:8][C:5]([CH:6]=[O:7])=[CH:4][CH:3]=1.[N:10]1[CH:15]=[CH:14][CH:13]=[CH:12][C:11]=1[CH2:16]Cl.C(=O)([O-])[O-].[K+].[K+]. The catalyst is CN(C)C=O. (4) The yield is 0.970. The product is [CH:1]1[C:6]2[CH2:7][CH2:8][CH2:9][CH2:10][CH:11]([CH2:12][CH2:13][CH2:14][C:15]([O:17][CH2:18][CH3:19])=[O:16])[C:5]=2[CH:4]=[CH:3][CH:2]=1. The catalyst is C(OCC)(=O)C.[Pd]. The reactants are [CH:1]1[C:6]2[CH2:7][CH2:8][CH2:9][CH2:10][CH:11]([CH2:12][CH:13]=[CH:14][C:15]([O:17][CH2:18][CH3:19])=[O:16])[C:5]=2[CH:4]=[CH:3][CH:2]=1. (5) The reactants are O.[NH2:2][NH2:3].Cl[C:5]1[N:12]=[C:11]([S:13][C:14]2[CH:19]=[CH:18][C:17]([F:20])=[CH:16][C:15]=2[F:21])[CH:10]=[CH:9][C:6]=1[C:7]#[N:8]. The catalyst is C(O)CC. The product is [F:21][C:15]1[CH:16]=[C:17]([F:20])[CH:18]=[CH:19][C:14]=1[S:13][C:11]1[N:12]=[C:5]2[NH:2][N:3]=[C:7]([NH2:8])[C:6]2=[CH:9][CH:10]=1. The yield is 0.390. (6) The reactants are [Br:1][C:2]1[C:10]([C:11]2[CH:12]=[CH:13][C:14]([NH2:17])=[N:15][CH:16]=2)=[CH:9][C:5]2[O:6][CH2:7][CH2:8][C:4]=2[CH:3]=1.[F:18][C:19]1[CH:27]=[CH:26][CH:25]=[C:24]([F:28])[C:20]=1[C:21](Cl)=[O:22].CCN(C(C)C)C(C)C.C([O-])(O)=O.[Na+].C(Cl)Cl. The catalyst is C(Cl)Cl. The product is [F:18][C:19]1[CH:27]=[CH:26][CH:25]=[C:24]([F:28])[C:20]=1[C:21]([NH:17][C:14]1[CH:13]=[CH:12][C:11]([C:10]2[C:2]([Br:1])=[CH:3][C:4]3[CH2:8][CH2:7][O:6][C:5]=3[CH:9]=2)=[CH:16][N:15]=1)=[O:22]. The yield is 0.816. (7) The reactants are [I:1][C:2]1[CH:3]=[N:4][NH:5][CH:6]=1.[H-].[Na+].[CH2:9]1[CH2:13]O[CH2:11][CH2:10]1. No catalyst specified. The product is [CH2:13]([N:4]1[CH:3]=[C:2]([I:1])[CH:6]=[N:5]1)[CH2:9][CH2:10][CH3:11]. The yield is 1.00. (8) The reactants are [CH3:1][N:2]1[C:6]2[CH:7]=[C:8]([C:11](Cl)=[O:12])[CH:9]=[CH:10][C:5]=2[O:4][C:3]1=[O:14].Br[CH2:16][C:17]1[CH:22]=[C:21]([O:23][CH3:24])[CH:20]=[CH:19][C:18]=1[Cl:25].C([O-])(O)=O.[Na+]. The yield is 0.360. The catalyst is COCCOC.[Zn].C1C=CC([P]([Pd]([P](C2C=CC=CC=2)(C2C=CC=CC=2)C2C=CC=CC=2)([P](C2C=CC=CC=2)(C2C=CC=CC=2)C2C=CC=CC=2)[P](C2C=CC=CC=2)(C2C=CC=CC=2)C2C=CC=CC=2)(C2C=CC=CC=2)C2C=CC=CC=2)=CC=1. The product is [Cl:25][C:18]1[CH:19]=[CH:20][C:21]([O:23][CH3:24])=[CH:22][C:17]=1[CH2:16][C:11]([C:8]1[CH:9]=[CH:10][C:5]2[O:4][C:3](=[O:14])[N:2]([CH3:1])[C:6]=2[CH:7]=1)=[O:12]. (9) The reactants are [Cl:1][C:2]1[CH:3]=[C:4]([CH:7]=[C:8](Cl)[CH:9]=1)[C:5]#[N:6].[CH3:11][O-:12].[Na+].Cl. The catalyst is CN(C=O)C. The yield is 0.900. The product is [Cl:1][C:2]1[CH:3]=[C:4]([CH:7]=[C:8]([O:12][CH3:11])[CH:9]=1)[C:5]#[N:6].